Predict the reactants needed to synthesize the given product. From a dataset of Full USPTO retrosynthesis dataset with 1.9M reactions from patents (1976-2016). (1) Given the product [O:1]=[C:2]1[NH:7][CH:6]=[CH:5][N:4]([S:8]([C:11]2[CH:17]=[CH:16][C:14]([CH3:15])=[CH:13][CH:12]=2)(=[O:9])=[O:10])[C@@H:3]1[CH2:18][C:19]([NH:40][C@H:36]1[C:37]2[C:32](=[CH:31][C:30]([CH:28]([N:22]3[CH2:27][CH2:26][CH2:25][CH2:24][CH2:23]3)[CH3:29])=[CH:39][CH:38]=2)[CH2:33][CH2:34][CH2:35]1)=[O:20], predict the reactants needed to synthesize it. The reactants are: [O:1]=[C:2]1[NH:7][CH:6]=[CH:5][N:4]([S:8]([C:11]2[CH:17]=[CH:16][C:14]([CH3:15])=[CH:13][CH:12]=2)(=[O:10])=[O:9])[C@@H:3]1[CH2:18][C:19](O)=[O:20].[N:22]1([CH:28]([C:30]2[CH:31]=[C:32]3[C:37](=[CH:38][CH:39]=2)[C@H:36]([NH:40]C(=O)OC(C)(C)C)[CH2:35][CH2:34][CH2:33]3)[CH3:29])[CH2:27][CH2:26][CH2:25][CH2:24][CH2:23]1.CCN=C=NCCCN(C)C.C1C=CC2N(O)N=NC=2C=1. (2) Given the product [F:18][C:19]1[CH:24]=[CH:23][CH:22]=[CH:21][C:20]=1[NH:25][C:26](=[O:40])[NH:27][C:28]1[CH:33]=[CH:32][C:31]([CH2:34][C:35]([CH2:1][NH:2][CH2:3][C:4]([CH3:17])([O:6][C:7]2[CH:16]=[CH:15][C:10]([C:11]([O:13][CH3:14])=[O:12])=[CH:9][CH:8]=2)[CH3:5])=[O:36])=[CH:30][C:29]=1[O:38][CH3:39], predict the reactants needed to synthesize it. The reactants are: [CH3:1][NH:2][CH2:3][C:4]([CH3:17])([O:6][C:7]1[CH:16]=[CH:15][C:10]([C:11]([O:13][CH3:14])=[O:12])=[CH:9][CH:8]=1)[CH3:5].[F:18][C:19]1[CH:24]=[CH:23][CH:22]=[CH:21][C:20]=1[NH:25][C:26](=[O:40])[NH:27][C:28]1[CH:33]=[CH:32][C:31]([CH2:34][C:35](O)=[O:36])=[CH:30][C:29]=1[O:38][CH3:39].C(Cl)CCl.O. (3) Given the product [CH2:10]([C:4]([CH2:1][CH2:2][CH3:3])([CH2:5][O:6][Si:14]([CH3:16])([CH3:15])[CH3:13])[CH2:7][O:8][CH3:9])[CH2:11][CH3:12], predict the reactants needed to synthesize it. The reactants are: [CH2:1]([C:4]([CH2:10][CH2:11][CH3:12])([CH2:7][O:8][CH3:9])[CH2:5][OH:6])[CH2:2][CH3:3].[CH3:13][Si:14](Cl)([CH3:16])[CH3:15]. (4) Given the product [F:5][C:6]1[CH:34]=[CH:33][CH:32]=[CH:31][C:7]=1[O:8][C:9]1[N:10]=[CH:11][C:12]2[N:17]=[C:16]([C:18]3[CH:28]=[C:27]([CH3:29])[C:21]([O:22][CH2:23][C:24]([Cl:3])=[O:25])=[C:20]([CH3:30])[CH:19]=3)[O:15][C:13]=2[N:14]=1, predict the reactants needed to synthesize it. The reactants are: S(Cl)([Cl:3])=O.[F:5][C:6]1[CH:34]=[CH:33][CH:32]=[CH:31][C:7]=1[O:8][C:9]1[N:10]=[CH:11][C:12]2[N:17]=[C:16]([C:18]3[CH:28]=[C:27]([CH3:29])[C:21]([O:22][CH2:23][C:24](O)=[O:25])=[C:20]([CH3:30])[CH:19]=3)[O:15][C:13]=2[N:14]=1. (5) The reactants are: [Cl:1][C:2]1[C:3]([NH:11][CH2:12][C:13]2[CH:18]=[CH:17][CH:16]=[CH:15][N:14]=2)=[N:4][CH:5]=[C:6]([N+:8]([O-])=O)[CH:7]=1.C.O.NN. Given the product [NH2:8][C:6]1[CH:7]=[C:2]([Cl:1])[C:3]([NH:11][CH2:12][C:13]2[CH:18]=[CH:17][CH:16]=[CH:15][N:14]=2)=[N:4][CH:5]=1, predict the reactants needed to synthesize it. (6) Given the product [Br:1][C:2]1[CH:3]=[C:4]2[C:8](=[CH:9][C:10]=1[F:11])[N:7]([CH:18]1[CH2:17][CH2:16][CH2:15][CH2:20][O:19]1)[N:6]=[C:5]2[C:12]([OH:14])=[O:13], predict the reactants needed to synthesize it. The reactants are: [Br:1][C:2]1[CH:3]=[C:4]2[C:8](=[CH:9][C:10]=1[F:11])[NH:7][N:6]=[C:5]2[C:12]([OH:14])=[O:13].[CH2:15]1[CH2:20][O:19][CH:18]=[CH:17][CH2:16]1. (7) Given the product [CH3:29][O:30][CH2:31][CH:32]([NH:34][C:25]([C:22]1[CH:23]=[CH:24][C:19]([C:15]2[CH:16]=[CH:17][CH:18]=[C:13]([NH:12][S:9]([C:5]3[CH:6]=[C:7]([CH3:8])[C:2]([Cl:1])=[CH:3][C:4]=3[CH3:28])(=[O:11])=[O:10])[CH:14]=2)=[CH:20][CH:21]=1)=[O:26])[CH3:33], predict the reactants needed to synthesize it. The reactants are: [Cl:1][C:2]1[C:7]([CH3:8])=[CH:6][C:5]([S:9]([NH:12][C:13]2[CH:14]=[C:15]([C:19]3[CH:24]=[CH:23][C:22]([C:25](O)=[O:26])=[CH:21][CH:20]=3)[CH:16]=[CH:17][CH:18]=2)(=[O:11])=[O:10])=[C:4]([CH3:28])[CH:3]=1.[CH3:29][O:30][CH2:31][CH:32]([NH2:34])[CH3:33].